Dataset: Catalyst prediction with 721,799 reactions and 888 catalyst types from USPTO. Task: Predict which catalyst facilitates the given reaction. (1) Reactant: [CH2:1]([C:3]1[CH:4]=[C:5]([CH:8]=[O:9])[S:6][CH:7]=1)[CH3:2].[BH4-].[Na+].[Cl-].[NH4+]. Product: [CH2:1]([C:3]1[CH:4]=[C:5]([CH2:8][OH:9])[S:6][CH:7]=1)[CH3:2]. The catalyst class is: 5. (2) Reactant: [C:1]([O:5][C:6]([NH:8][C@@H:9]([C@H:13]([O:15][CH3:16])[CH3:14])[C:10](O)=[O:11])=[O:7])([CH3:4])([CH3:3])[CH3:2].ClC(OCC(C)C)=O.CN1CCOCC1.[BH4-].[Na+]. Product: [OH:11][CH2:10][C@@H:9]([NH:8][C:6](=[O:7])[O:5][C:1]([CH3:4])([CH3:3])[CH3:2])[C@H:13]([O:15][CH3:16])[CH3:14]. The catalyst class is: 20. (3) Reactant: [CH:1]([C:4]1[CH:9]=[CH:8][CH:7]=[C:6]([C:10]2[CH:15]=[CH:14][CH:13]=[CH:12][CH:11]=2)[C:5]=1[OH:16])([CH3:3])[CH3:2].[H-].[Na+].[Cl:19][Ti:20](Cl)([Cl:31])[C:21]1([CH3:30])[C:25]([CH3:26])=[C:24]([CH3:27])[C:23]([CH3:28])=[C:22]1[CH3:29]. Product: [Cl:19][Ti:20]([Cl:31])([C:21]1([CH3:30])[C:22]([CH3:29])=[C:23]([CH3:28])[C:24]([CH3:27])=[C:25]1[CH3:26])[O:16][C:5]1[C:6]([C:10]2[CH:15]=[CH:14][CH:13]=[CH:12][CH:11]=2)=[CH:7][CH:8]=[CH:9][C:4]=1[CH:1]([CH3:3])[CH3:2]. The catalyst class is: 11. (4) Reactant: [Br:1][C:2]1[CH:8]=[CH:7][C:5]([NH2:6])=[C:4]([F:9])[C:3]=1[F:10].C1C(=O)N([Cl:18])C(=O)C1.O. Product: [Br:1][C:2]1[CH:8]=[C:7]([Cl:18])[C:5]([NH2:6])=[C:4]([F:9])[C:3]=1[F:10]. The catalyst class is: 10.